Dataset: Catalyst prediction with 721,799 reactions and 888 catalyst types from USPTO. Task: Predict which catalyst facilitates the given reaction. Reactant: [C:1]1([C:27]2[CH:32]=[CH:31][CH:30]=[CH:29][CH:28]=2)[CH:6]=[CH:5][C:4]([NH:7][C:8](=[O:26])[C:9]2[CH:14]=[CH:13][C:12]([OH:15])=[C:11]([NH:16][C:17](=[O:25])[CH2:18][N:19]3[CH2:24][CH2:23][O:22][CH2:21][CH2:20]3)[CH:10]=2)=[CH:3][CH:2]=1.I[CH2:34][CH3:35].C([O-])([O-])=O.[Cs+].[Cs+].O. Product: [C:1]1([C:27]2[CH:28]=[CH:29][CH:30]=[CH:31][CH:32]=2)[CH:2]=[CH:3][C:4]([NH:7][C:8](=[O:26])[C:9]2[CH:14]=[CH:13][C:12]([O:15][CH2:34][CH3:35])=[C:11]([NH:16][C:17](=[O:25])[CH2:18][N:19]3[CH2:20][CH2:21][O:22][CH2:23][CH2:24]3)[CH:10]=2)=[CH:5][CH:6]=1. The catalyst class is: 3.